Dataset: Catalyst prediction with 721,799 reactions and 888 catalyst types from USPTO. Task: Predict which catalyst facilitates the given reaction. Reactant: [Br-].[Br-].[Br-].C1([N+](C)(C)C)C=CC=CC=1.C1([N+](C)(C)C)C=CC=CC=1.C1([N+](C)(C)C)C=CC=CC=1.[S:34]1[CH:38]=[CH:37][C:36]2[C:39](=[O:43])[CH2:40][CH2:41][CH2:42][C:35]1=2. Product: [S:34]1[CH:38]=[CH:37][C:36]2[C:39]([OH:43])=[CH:40][CH:41]=[CH:42][C:35]1=2. The catalyst class is: 7.